Dataset: Full USPTO retrosynthesis dataset with 1.9M reactions from patents (1976-2016). Task: Predict the reactants needed to synthesize the given product. The reactants are: C([O:5][C:6]([CH:8]1[CH:16]2[CH:11]([CH2:12][CH2:13][CH2:14][CH2:15]2)[CH2:10][NH:9]1)=[O:7])(C)(C)C.[C:17](O[C:17]([O:19][C:20]([CH3:23])([CH3:22])[CH3:21])=[O:18])([O:19][C:20]([CH3:23])([CH3:22])[CH3:21])=[O:18]. Given the product [C:20]([O:19][C:17]([N:9]1[CH2:10][CH:11]2[CH:16]([CH2:15][CH2:14][CH2:13][CH2:12]2)[CH:8]1[C:6]([OH:5])=[O:7])=[O:18])([CH3:23])([CH3:22])[CH3:21], predict the reactants needed to synthesize it.